From a dataset of Forward reaction prediction with 1.9M reactions from USPTO patents (1976-2016). Predict the product of the given reaction. (1) The product is: [Cl:39][C:36]1[CH:37]=[C:38]2[C:33](=[CH:34][CH:35]=1)[NH:32][N:31]=[C:30]2[CH2:29][NH:26][C:2]1[C:3]2[C:4](=[N:8][N:9]([CH2:11][C:12]3[CH:13]=[CH:14][C:15]([CH2:16][N:17]4[CH:22]=[CH:21][CH:20]=[CH:19][C:18]4=[O:23])=[CH:24][CH:25]=3)[CH:10]=2)[N:5]=[CH:6][N:7]=1. Given the reactants Cl[C:2]1[C:3]2[C:4](=[N:8][N:9]([CH2:11][C:12]3[CH:25]=[CH:24][C:15]([CH2:16][N:17]4[CH:22]=[CH:21][CH:20]=[CH:19][C:18]4=[O:23])=[CH:14][CH:13]=3)[CH:10]=2)[N:5]=[CH:6][N:7]=1.[N:26]([CH2:29][C:30]1[C:38]2[C:33](=[CH:34][CH:35]=[C:36]([Cl:39])[CH:37]=2)[NH:32][N:31]=1)=[N+]=[N-].CCN(C(C)C)C(C)C.C(N(C(C)C)C(C)C)C, predict the reaction product. (2) Given the reactants [CH3:1][CH:2]([O:4][C:5]1[CH:12]=[CH:11][C:10]([C:13]2[O:17][N:16]=[C:15]([C:18]3[CH:27]=[CH:26][CH:25]=[C:24]4[C:19]=3[CH2:20][CH2:21][NH:22][CH2:23]4)[N:14]=2)=[CH:9][C:6]=1[C:7]#[N:8])[CH3:3].Br[CH2:29][CH2:30][CH2:31][C:32]([O:34][CH2:35][CH3:36])=[O:33].C([O-])([O-])=O.[Cs+].[Cs+], predict the reaction product. The product is: [CH:32]([OH:34])=[O:33].[C:7]([C:6]1[CH:9]=[C:10]([C:13]2[O:17][N:16]=[C:15]([C:18]3[CH:27]=[CH:26][CH:25]=[C:24]4[C:19]=3[CH2:20][CH2:21][N:22]([CH2:29][CH2:30][CH2:31][C:32]([O:34][CH2:35][CH3:36])=[O:33])[CH2:23]4)[N:14]=2)[CH:11]=[CH:12][C:5]=1[O:4][CH:2]([CH3:1])[CH3:3])#[N:8]. (3) Given the reactants [O:1]=[C:2]1[NH:6][C:5]2[CH:7]=[CH:8][CH:9]=[CH:10][C:4]=2[N:3]1[CH:11]1[CH2:16][CH2:15][N:14]([C:17]([O:19][CH2:20][C@@H:21]([N:23]([CH2:31][C:32]2[CH:37]=[CH:36][CH:35]=[CH:34][CH:33]=2)[CH2:24][C:25]2[CH:30]=[CH:29][CH:28]=[CH:27][CH:26]=2)[CH3:22])=[O:18])[CH2:13][CH2:12]1.[S:38]1[CH:42]=[CH:41][CH:40]=[C:39]1[S:43](Cl)(=[O:45])=[O:44], predict the reaction product. The product is: [O:1]=[C:2]1[N:3]([CH:11]2[CH2:12][CH2:13][N:14]([C:17]([O:19][CH2:20][C@@H:21]([N:23]([CH2:24][C:25]3[CH:26]=[CH:27][CH:28]=[CH:29][CH:30]=3)[CH2:31][C:32]3[CH:37]=[CH:36][CH:35]=[CH:34][CH:33]=3)[CH3:22])=[O:18])[CH2:15][CH2:16]2)[C:4]2[CH:10]=[CH:9][CH:8]=[CH:7][C:5]=2[N:6]1[S:43]([C:39]1[S:38][CH:42]=[CH:41][CH:40]=1)(=[O:45])=[O:44]. (4) Given the reactants C[O:2][C:3]1[CH:4]=[C:5]([CH:26]=[O:27])[C:6]2[O:10][C:9]([C:11]3[CH:16]=[CH:15][C:14]([O:17]C)=[CH:13][CH:12]=3)=[C:8]([C:19]3[CH:24]=[CH:23][CH:22]=[CH:21][CH:20]=3)[C:7]=2[CH:25]=1.C1CCCCC=1.B(F)(F)F.S(C)C.C([O-])(O)=O.[Na+], predict the reaction product. The product is: [OH:2][C:3]1[CH:4]=[C:5]([CH:26]=[O:27])[C:6]2[O:10][C:9]([C:11]3[CH:12]=[CH:13][C:14]([OH:17])=[CH:15][CH:16]=3)=[C:8]([C:19]3[CH:24]=[CH:23][CH:22]=[CH:21][CH:20]=3)[C:7]=2[CH:25]=1. (5) Given the reactants [C:1]([C:5]1[CH:9]=[C:8]([CH2:10][CH2:11][C:12]2[CH:17]=[CH:16][CH:15]=[CH:14][CH:13]=2)[NH:7][N:6]=1)([CH3:4])([CH3:3])[CH3:2].[H-].[Na+].Cl[CH2:21][C:22]1[CH:43]=[CH:42][C:25]([CH2:26][O:27][C:28]2[CH:33]=[CH:32][C:31]([CH2:34][CH2:35][C:36]([O:38][CH2:39][CH3:40])=[O:37])=[C:30]([F:41])[CH:29]=2)=[CH:24][CH:23]=1.Cl, predict the reaction product. The product is: [C:1]([C:5]1[CH:9]=[C:8]([CH2:10][CH2:11][C:12]2[CH:13]=[CH:14][CH:15]=[CH:16][CH:17]=2)[N:7]([CH2:21][C:22]2[CH:23]=[CH:24][C:25]([CH2:26][O:27][C:28]3[CH:33]=[CH:32][C:31]([CH2:34][CH2:35][C:36]([O:38][CH2:39][CH3:40])=[O:37])=[C:30]([F:41])[CH:29]=3)=[CH:42][CH:43]=2)[N:6]=1)([CH3:4])([CH3:2])[CH3:3]. (6) Given the reactants C1N=CN([C:6](N2C=NC=C2)=[O:7])C=1.[CH:13]1([C@H:17]([NH:19][C:20]2[N:28]=[C:27]([C:29](=[N:31][OH:32])[NH2:30])[N:26]=[C:25]3[C:21]=2[N:22]([CH2:39][C@H:40]2[CH2:45][CH2:44][C@H:43]([CH3:46])[CH2:42][CH2:41]2)[C:23]([C:33](=[O:38])[C:34]([CH3:37])([CH3:36])[CH3:35])=[N:24]3)[CH3:18])[CH2:16][CH2:15][CH2:14]1, predict the reaction product. The product is: [CH:13]1([C@H:17]([NH:19][C:20]2[N:28]=[C:27]([C:29]3[NH:30][C:6](=[O:7])[O:32][N:31]=3)[N:26]=[C:25]3[C:21]=2[N:22]([CH2:39][C@H:40]2[CH2:41][CH2:42][C@H:43]([CH3:46])[CH2:44][CH2:45]2)[C:23]([C:33](=[O:38])[C:34]([CH3:36])([CH3:37])[CH3:35])=[N:24]3)[CH3:18])[CH2:14][CH2:15][CH2:16]1.